From a dataset of Reaction yield outcomes from USPTO patents with 853,638 reactions. Predict the reaction yield, written as a fraction of the theoretical maximum amount of product (1.0 means a 100% yield; for example, 0.34 means a 34% yield). The reactants are [Cl:1][C:2]1[CH:7]=[C:6]([Cl:8])[CH:5]=[CH:4][C:3]=1[C:9]1[CH:14]=[CH:13][N:12]=[C:11]([NH:15][CH:16]([CH3:20])[CH:17]([CH3:19])[CH3:18])[C:10]=1[N+:21]([O-])=O.[O-]S(S([O-])=O)=O.[Na+].[Na+]. No catalyst specified. The product is [Cl:1][C:2]1[CH:7]=[C:6]([Cl:8])[CH:5]=[CH:4][C:3]=1[C:9]1[CH:14]=[CH:13][N:12]=[C:11]([NH:15][CH:16]([CH3:20])[CH:17]([CH3:18])[CH3:19])[C:10]=1[NH2:21]. The yield is 0.750.